From a dataset of Merck oncology drug combination screen with 23,052 pairs across 39 cell lines. Regression. Given two drug SMILES strings and cell line genomic features, predict the synergy score measuring deviation from expected non-interaction effect. Drug 1: CN1C(=O)C=CC2(C)C3CCC4(C)C(NC(=O)OCC(F)(F)F)CCC4C3CCC12. Drug 2: C#Cc1cccc(Nc2ncnc3cc(OCCOC)c(OCCOC)cc23)c1. Cell line: NCIH520. Synergy scores: synergy=-2.29.